This data is from Full USPTO retrosynthesis dataset with 1.9M reactions from patents (1976-2016). The task is: Predict the reactants needed to synthesize the given product. (1) Given the product [CH2:23]([O:22][C:21]([NH:20][C@H:19]1[CH2:18][CH2:17][N:16]([C:2]2[S:6][C:5]([C:7]([O:9][CH3:10])=[O:8])=[CH:4][CH:3]=2)[CH2:15][C@H:14]1[O:13][CH3:12])=[O:30])[C:24]1[CH:25]=[CH:26][CH:27]=[CH:28][CH:29]=1, predict the reactants needed to synthesize it. The reactants are: Br[C:2]1[S:6][C:5]([C:7]([O:9][CH2:10]C)=[O:8])=[CH:4][CH:3]=1.[CH3:12][O:13][C@H:14]1[C@@H:19]([NH:20][C:21](=[O:30])[O:22][CH2:23][C:24]2[CH:29]=[CH:28][CH:27]=[CH:26][CH:25]=2)[CH2:18][CH2:17][NH:16][CH2:15]1.C1C=CC(P(C2C(C3C(P(C4C=CC=CC=4)C4C=CC=CC=4)=CC=C4C=3C=CC=C4)=C3C(C=CC=C3)=CC=2)C2C=CC=CC=2)=CC=1.C(=O)([O-])[O-].[Cs+].[Cs+]. (2) Given the product [F:12][C:13]1[CH:14]=[C:15]([CH:18]=[CH:19][C:20]=1[O:9][C:6]1[CH:7]=[N:8][C:3]([C:2]([F:1])([F:10])[F:11])=[CH:4][CH:5]=1)[CH:16]=[O:17], predict the reactants needed to synthesize it. The reactants are: [F:1][C:2]([F:11])([F:10])[C:3]1[N:8]=[CH:7][C:6]([OH:9])=[CH:5][CH:4]=1.[F:12][C:13]1[CH:14]=[C:15]([CH:18]=[CH:19][C:20]=1F)[CH:16]=[O:17]. (3) Given the product [Br:1][C:2]1[CH:7]=[C:6]([CH3:8])[N:5]=[C:4]([O:9][Si:14]([C:11]([CH3:13])([CH3:12])[CH3:10])([CH3:16])[CH3:15])[CH:3]=1, predict the reactants needed to synthesize it. The reactants are: [Br:1][C:2]1[CH:7]=[C:6]([CH3:8])[N:5]=[C:4]([OH:9])[CH:3]=1.[CH3:10][C:11]([Si:14](Cl)([CH3:16])[CH3:15])([CH3:13])[CH3:12].C(N(CC)CC)C.